This data is from Full USPTO retrosynthesis dataset with 1.9M reactions from patents (1976-2016). The task is: Predict the reactants needed to synthesize the given product. (1) Given the product [CH2:17]([O:60][C:58](=[O:59])[C@@H:57]([O:56][CH2:54][CH3:55])[CH2:61][C:62]1[CH:67]=[CH:66][C:65]([O:16][CH2:15][CH2:14][C:11]2[CH:12]=[CH:13][C:8]([S:7][C:1]3[CH:2]=[CH:3][CH:4]=[CH:5][CH:6]=3)=[CH:9][CH:10]=2)=[CH:64][CH:63]=1)[CH3:18], predict the reactants needed to synthesize it. The reactants are: [C:1]1([S:7][C:8]2[CH:13]=[CH:12][C:11]([CH2:14][CH2:15][OH:16])=[CH:10][CH:9]=2)[CH:6]=[CH:5][CH:4]=[CH:3][CH:2]=1.[C:17]1(P(C2C=CC=CC=2)C2C=CC=CC=2)C=CC=C[CH:18]=1.N(C(N1CCCCC1)=O)=NC(N1CCCCC1)=O.[CH2:54]([O:56][C@@H:57]([CH2:61][C:62]1[CH:67]=[CH:66][C:65](O)=[CH:64][CH:63]=1)[C:58]([OH:60])=[O:59])[CH3:55]. (2) Given the product [Cl:10][C:11]1[CH:19]=[C:18]([I:20])[CH:17]=[C:16]([Cl:21])[C:12]=1[C:13]([NH:9][C:6]1[CH:5]=[CH:4][N:3]=[C:2]([Cl:1])[C:7]=1[F:8])=[O:14], predict the reactants needed to synthesize it. The reactants are: [Cl:1][C:2]1[C:7]([F:8])=[C:6]([NH2:9])[CH:5]=[CH:4][N:3]=1.[Cl:10][C:11]1[CH:19]=[C:18]([I:20])[CH:17]=[C:16]([Cl:21])[C:12]=1[C:13](Cl)=[O:14].C(N(CC)CC)C. (3) Given the product [CH3:14][S:15]([O:4][CH2:3][C:2]([F:6])([F:5])[F:1])(=[O:17])=[O:16], predict the reactants needed to synthesize it. The reactants are: [F:1][C:2]([F:6])([F:5])[CH2:3][OH:4].C(N(CC)CC)C.[CH3:14][S:15](Cl)(=[O:17])=[O:16]. (4) Given the product [F:76][C:47]([F:46])([F:77])[C:48]1[CH:49]=[C:50]([C:58]([CH3:74])([CH3:75])[C:59]([N:61]([C@H:62]2[C@H:66]([C:67]3[CH:72]=[CH:71][CH:70]=[CH:69][CH:68]=3)[CH2:65][N:64]([C:9]([CH:6]3[CH2:5][CH2:4][CH:3]([C:1]#[CH:2])[CH2:8][CH2:7]3)=[O:11])[CH2:63]2)[CH3:73])=[O:60])[CH:51]=[C:52]([C:54]([F:55])([F:56])[F:57])[CH:53]=1, predict the reactants needed to synthesize it. The reactants are: [C:1]([CH:3]1[CH2:8][CH2:7][CH:6]([C:9]([OH:11])=O)[CH2:5][CH2:4]1)#[CH:2].CCN(CC)CC.F[P-](F)(F)(F)(F)F.N1(O[P+](N(C)C)(N(C)C)N(C)C)C2C=CC=CC=2N=N1.[F:46][C:47]([F:77])([F:76])[C:48]1[CH:49]=[C:50]([C:58]([CH3:75])([CH3:74])[C:59]([N:61]([CH3:73])[C@H:62]2[C@H:66]([C:67]3[CH:72]=[CH:71][CH:70]=[CH:69][CH:68]=3)[CH2:65][NH:64][CH2:63]2)=[O:60])[CH:51]=[C:52]([C:54]([F:57])([F:56])[F:55])[CH:53]=1. (5) The reactants are: Cl[C:2]1[C:7]([O:8][CH2:9][C:10]([F:13])([F:12])[F:11])=[CH:6][CH:5]=[CH:4][N:3]=1.[CH3:14][Mg+].[Br-]. Given the product [CH3:14][C:2]1[C:7]([O:8][CH2:9][C:10]([F:13])([F:12])[F:11])=[CH:6][CH:5]=[CH:4][N:3]=1, predict the reactants needed to synthesize it. (6) Given the product [C:1]([C:5]1[CH:6]=[C:7]([NH:11][C:12]2[C:17]([F:18])=[CH:16][N:15]=[C:14]([NH:33][C:30]3[CH:31]=[CH:32][C:26]4[O:25][C:24]([C:22]([O:21][CH3:20])=[O:23])=[CH:28][C:27]=4[CH:29]=3)[N:13]=2)[CH:8]=[CH:9][CH:10]=1)([CH3:4])([CH3:3])[CH3:2], predict the reactants needed to synthesize it. The reactants are: [C:1]([C:5]1[CH:6]=[C:7]([NH:11][C:12]2[C:17]([F:18])=[CH:16][N:15]=[C:14](Cl)[N:13]=2)[CH:8]=[CH:9][CH:10]=1)([CH3:4])([CH3:3])[CH3:2].[CH3:20][O:21][C:22]([C:24]1[O:25][C:26]2[CH:32]=[CH:31][C:30]([NH2:33])=[CH:29][C:27]=2[CH:28]=1)=[O:23].